From a dataset of Peptide-MHC class I binding affinity with 185,985 pairs from IEDB/IMGT. Regression. Given a peptide amino acid sequence and an MHC pseudo amino acid sequence, predict their binding affinity value. This is MHC class I binding data. (1) The peptide sequence is LLGCAANWI. The MHC is HLA-A02:01 with pseudo-sequence HLA-A02:01. The binding affinity (normalized) is 0.213. (2) The peptide sequence is SVNCFTSLVWAPL. The MHC is HLA-A02:06 with pseudo-sequence HLA-A02:06. The binding affinity (normalized) is 0.454. (3) The peptide sequence is PLRPMTYR. The MHC is HLA-A33:01 with pseudo-sequence HLA-A33:01. The binding affinity (normalized) is 0.356.